Dataset: Forward reaction prediction with 1.9M reactions from USPTO patents (1976-2016). Task: Predict the product of the given reaction. (1) Given the reactants [CH:1]1[C:13]2[N:12]([C:14]3[CH:19]=[CH:18][C:17]([C:20]4[O:21][C:22]([C:25]5[CH:30]=[CH:29][CH:28]=[C:27]([O:31]C)[CH:26]=5)=[N:23][N:24]=4)=[CH:16][CH:15]=3)[C:11]3[C:6](=[CH:7][CH:8]=[CH:9][CH:10]=3)[C:5]=2[CH:4]=[CH:3][CH:2]=1.B(Br)(Br)Br.C(=O)=O.CC(C)=O, predict the reaction product. The product is: [CH:10]1[C:11]2[N:12]([C:14]3[CH:19]=[CH:18][C:17]([C:20]4[O:21][C:22]([C:25]5[CH:26]=[C:27]([OH:31])[CH:28]=[CH:29][CH:30]=5)=[N:23][N:24]=4)=[CH:16][CH:15]=3)[C:13]3[C:5](=[CH:4][CH:3]=[CH:2][CH:1]=3)[C:6]=2[CH:7]=[CH:8][CH:9]=1. (2) Given the reactants [CH2:1]([O:8][C:9]1[CH:14]=[CH:13][C:12]([CH2:15][C@H:16]([NH:22]C(=O)OC(C)(C)C)[C:17]2[S:18][CH:19]=[CH:20][N:21]=2)=[CH:11][CH:10]=1)[C:2]1[CH:7]=[CH:6][CH:5]=[CH:4][CH:3]=1.[ClH:30].C(OCC)(=O)C, predict the reaction product. The product is: [ClH:30].[CH2:1]([O:8][C:9]1[CH:14]=[CH:13][C:12]([CH2:15][C@H:16]([NH2:22])[C:17]2[S:18][CH:19]=[CH:20][N:21]=2)=[CH:11][CH:10]=1)[C:2]1[CH:7]=[CH:6][CH:5]=[CH:4][CH:3]=1. (3) Given the reactants [F:1][C:2]1[CH:7]=[CH:6][CH:5]=[CH:4][C:3]=1[C:8]1[C:14]2[CH:15]=[CH:16][CH:17]=[C:18]([CH3:19])[C:13]=2[N:12]([CH2:20][C:21]([C:23]2[CH:28]=[CH:27][CH:26]=[CH:25][C:24]=2[O:29]C)=[O:22])[C:11](=[O:31])[CH:10]([NH:32][C:33]([NH:35][C:36]2[CH:41]=[CH:40][CH:39]=[C:38]([C:42]3[NH:46][N:45]=[N:44][N:43]=3)[CH:37]=2)=[O:34])[N:9]=1.B(Br)(Br)Br.C(OCC)(=O)C.O, predict the reaction product. The product is: [F:1][C:2]1[CH:7]=[CH:6][CH:5]=[CH:4][C:3]=1[C:8]1[C:14]2[CH:15]=[CH:16][CH:17]=[C:18]([CH3:19])[C:13]=2[N:12]([CH2:20][C:21]([C:23]2[CH:28]=[CH:27][CH:26]=[CH:25][C:24]=2[OH:29])=[O:22])[C:11](=[O:31])[CH:10]([NH:32][C:33]([NH:35][C:36]2[CH:41]=[CH:40][CH:39]=[C:38]([C:42]3[NH:46][N:45]=[N:44][N:43]=3)[CH:37]=2)=[O:34])[N:9]=1.